The task is: Regression. Given two drug SMILES strings and cell line genomic features, predict the synergy score measuring deviation from expected non-interaction effect.. This data is from NCI-60 drug combinations with 297,098 pairs across 59 cell lines. (1) Drug 1: CC12CCC3C(C1CCC2=O)CC(=C)C4=CC(=O)C=CC34C. Drug 2: CCC1(CC2CC(C3=C(CCN(C2)C1)C4=CC=CC=C4N3)(C5=C(C=C6C(=C5)C78CCN9C7C(C=CC9)(C(C(C8N6C=O)(C(=O)OC)O)OC(=O)C)CC)OC)C(=O)OC)O.OS(=O)(=O)O. Cell line: OVCAR3. Synergy scores: CSS=26.5, Synergy_ZIP=0.0143, Synergy_Bliss=2.20, Synergy_Loewe=-7.39, Synergy_HSA=2.06. (2) Drug 2: B(C(CC(C)C)NC(=O)C(CC1=CC=CC=C1)NC(=O)C2=NC=CN=C2)(O)O. Drug 1: CCN(CC)CCCC(C)NC1=C2C=C(C=CC2=NC3=C1C=CC(=C3)Cl)OC. Cell line: NCI-H322M. Synergy scores: CSS=31.8, Synergy_ZIP=-5.80, Synergy_Bliss=2.10, Synergy_Loewe=-0.636, Synergy_HSA=4.28. (3) Drug 1: COC1=C(C=C2C(=C1)N=CN=C2NC3=CC(=C(C=C3)F)Cl)OCCCN4CCOCC4. Synergy scores: CSS=28.8, Synergy_ZIP=1.62, Synergy_Bliss=3.44, Synergy_Loewe=-18.8, Synergy_HSA=2.61. Cell line: HT29. Drug 2: C1CN(P(=O)(OC1)NCCCl)CCCl. (4) Drug 1: C1=CN(C=N1)CC(O)(P(=O)(O)O)P(=O)(O)O. Drug 2: CC1C(C(CC(O1)OC2CC(OC(C2O)C)OC3=CC4=CC5=C(C(=O)C(C(C5)C(C(=O)C(C(C)O)O)OC)OC6CC(C(C(O6)C)O)OC7CC(C(C(O7)C)O)OC8CC(C(C(O8)C)O)(C)O)C(=C4C(=C3C)O)O)O)O. Cell line: HCT-15. Synergy scores: CSS=33.4, Synergy_ZIP=-1.87, Synergy_Bliss=-2.63, Synergy_Loewe=-1.63, Synergy_HSA=-1.95. (5) Drug 1: C1CN1P(=S)(N2CC2)N3CC3. Drug 2: CC1CCC2CC(C(=CC=CC=CC(CC(C(=O)C(C(C(=CC(C(=O)CC(OC(=O)C3CCCCN3C(=O)C(=O)C1(O2)O)C(C)CC4CCC(C(C4)OC)OCCO)C)C)O)OC)C)C)C)OC. Cell line: LOX IMVI. Synergy scores: CSS=3.48, Synergy_ZIP=-1.94, Synergy_Bliss=-2.15, Synergy_Loewe=-2.42, Synergy_HSA=-3.52. (6) Drug 1: CC=C1C(=O)NC(C(=O)OC2CC(=O)NC(C(=O)NC(CSSCCC=C2)C(=O)N1)C(C)C)C(C)C. Drug 2: C1CN(CCN1C(=O)CCBr)C(=O)CCBr. Cell line: A498. Synergy scores: CSS=50.7, Synergy_ZIP=3.15, Synergy_Bliss=4.37, Synergy_Loewe=-28.8, Synergy_HSA=5.82.